From a dataset of Full USPTO retrosynthesis dataset with 1.9M reactions from patents (1976-2016). Predict the reactants needed to synthesize the given product. (1) Given the product [F:1][C:2]1[CH:35]=[C:34]([F:36])[CH:33]=[CH:32][C:3]=1[CH2:4][N:5]([CH2:16][C:17]1[CH:31]=[CH:30][C:20]([O:21][C:22]2[CH:23]=[CH:24][C:25]([F:29])=[C:26]([CH:27]=2)[O:28][CH2:38][C:37]([O:41][CH2:42][CH3:43])=[O:40])=[CH:19][CH:18]=1)[C:6]1[CH:11]=[CH:10][CH:9]=[C:8]([N+:12]([O-:14])=[O:13])[C:7]=1[CH3:15], predict the reactants needed to synthesize it. The reactants are: [F:1][C:2]1[CH:35]=[C:34]([F:36])[CH:33]=[CH:32][C:3]=1[CH2:4][N:5]([CH2:16][C:17]1[CH:31]=[CH:30][C:20]([O:21][C:22]2[CH:23]=[CH:24][C:25]([F:29])=[C:26]([OH:28])[CH:27]=2)=[CH:19][CH:18]=1)[C:6]1[CH:11]=[CH:10][CH:9]=[C:8]([N+:12]([O-:14])=[O:13])[C:7]=1[CH3:15].[C:37]([O:41][CH2:42][CH3:43])(=[O:40])[CH2:38]O. (2) Given the product [C:14]([O:13][C:11](=[O:12])[NH:10][CH2:9][CH2:8][C:5]1[CH:6]=[CH:7][C:2]([OH:1])=[CH:3][CH:4]=1)([CH3:17])([CH3:16])[CH3:15], predict the reactants needed to synthesize it. The reactants are: [OH:1][C:2]1[CH:7]=[CH:6][C:5]([CH2:8][CH2:9][NH2:10])=[CH:4][CH:3]=1.[C:11](O[C:11]([O:13][C:14]([CH3:17])([CH3:16])[CH3:15])=[O:12])([O:13][C:14]([CH3:17])([CH3:16])[CH3:15])=[O:12]. (3) Given the product [F:1][C:2]1[CH:3]=[CH:4][C:5]([C@@H:8]([NH:10][C:11]2[N:16]=[C:15]([N:17]3[CH2:22][CH2:21][CH:20]([C:23]([OH:25])=[O:24])[CH2:19][CH2:18]3)[CH:14]=[C:13]([NH:28][C:29]3[CH:34]=[N:33][CH:32]=[CH:31][N:30]=3)[N:12]=2)[CH3:9])=[CH:6][CH:7]=1, predict the reactants needed to synthesize it. The reactants are: [F:1][C:2]1[CH:7]=[CH:6][C:5]([C@@H:8]([NH:10][C:11]2[N:16]=[C:15]([N:17]3[CH2:22][CH2:21][CH:20]([C:23]([O:25]CC)=[O:24])[CH2:19][CH2:18]3)[CH:14]=[C:13]([NH:28][C:29]3[CH:34]=[N:33][CH:32]=[CH:31][N:30]=3)[N:12]=2)[CH3:9])=[CH:4][CH:3]=1.[OH-].[Na+].